Dataset: Reaction yield outcomes from USPTO patents with 853,638 reactions. Task: Predict the reaction yield, written as a fraction of the theoretical maximum amount of product (1.0 means a 100% yield; for example, 0.34 means a 34% yield). (1) The reactants are [F:1][C:2]1[CH:7]=[CH:6][C:5]([NH:8][C:9]2[C:10]3[CH2:18][NH:17][CH2:16][CH2:15][C:11]=3[N:12]=[CH:13][N:14]=2)=[CH:4][CH:3]=1.Cl[C:20]1[C:25]([Cl:26])=[CH:24][CH:23]=[CH:22][N:21]=1.C(N(CC)C(C)C)(C)C. The catalyst is O1CCOCC1.CN(C)C(=O)C. The product is [Cl:26][C:25]1[C:20]([N:17]2[CH2:16][CH2:15][C:11]3[N:12]=[CH:13][N:14]=[C:9]([NH:8][C:5]4[CH:6]=[CH:7][C:2]([F:1])=[CH:3][CH:4]=4)[C:10]=3[CH2:18]2)=[N:21][CH:22]=[CH:23][CH:24]=1. The yield is 0.300. (2) The reactants are [CH3:1][C:2]1[CH:10]=[CH:9][CH:8]=[C:7]2[C:3]=1[CH2:4][CH2:5][CH:6]2O.C1(P([N:26]=[N+:27]=[N-:28])(C2C=CC=CC=2)=O)C=CC=CC=1.N12CCCN=C1CCCCC2.O. The catalyst is C1COCC1. The product is [N:26]([CH:6]1[C:7]2[C:3](=[C:2]([CH3:1])[CH:10]=[CH:9][CH:8]=2)[CH2:4][CH2:5]1)=[N+:27]=[N-:28]. The yield is 0.800.